From a dataset of Forward reaction prediction with 1.9M reactions from USPTO patents (1976-2016). Predict the product of the given reaction. (1) Given the reactants [Br:1][C:2]1[CH:3]=[C:4]([CH2:9][OH:10])[CH:5]=[CH:6][C:7]=1[I:8].C([O-])(O)=O.[Na+].[Na+].[Br-].CC1(C)N([O])C(C)(C)CCC1.[O-]Cl.[Na+].CC(OI1(OC(C)=O)(OC(C)=O)OC(=O)C2C=CC=CC1=2)=O, predict the reaction product. The product is: [Br:1][C:2]1[CH:3]=[C:4]([CH:5]=[CH:6][C:7]=1[I:8])[CH:9]=[O:10]. (2) Given the reactants [NH2:1][C:2]1[CH:3]=[C:4]([C:9]([N:11]2[CH2:16][CH:15]3[CH:13]([CH:14]3[C:17]3[CH:22]=[CH:21][C:20]([O:23][CH3:24])=[CH:19][CH:18]=3)[CH2:12]2)=[O:10])[CH:5]=[CH:6][C:7]=1[CH3:8].CCN(CC)CC.[Cl:32][C:33]1[CH:41]=[CH:40][C:36]([C:37](Cl)=[O:38])=[CH:35][N:34]=1, predict the reaction product. The product is: [Cl:32][C:33]1[CH:41]=[CH:40][C:36]([C:37]([NH:1][C:2]2[CH:3]=[C:4]([C:9]([N:11]3[CH2:16][CH:15]4[CH:13]([CH:14]4[C:17]4[CH:18]=[CH:19][C:20]([O:23][CH3:24])=[CH:21][CH:22]=4)[CH2:12]3)=[O:10])[CH:5]=[CH:6][C:7]=2[CH3:8])=[O:38])=[CH:35][N:34]=1. (3) Given the reactants Cl[C:2]1[C:7]([C:8]2[N:9]=[C:10]3[N:14]([CH:15]=2)[C:13]([CH2:16][N:17]2[CH2:22][CH2:21][O:20][CH2:19][CH2:18]2)=[CH:12][S:11]3)=[CH:6][CH:5]=[CH:4][N:3]=1.BrC1C(C2N=C3N(C=2)C(CN2CCOCC2)=CS3)=CC=CN=1.[CH3:45][O:46][C:47]1[CH:54]=[CH:53][C:50]([CH2:51][NH2:52])=[CH:49][CH:48]=1, predict the reaction product. The product is: [CH3:45][O:46][C:47]1[CH:54]=[CH:53][C:50]([CH2:51][NH:52][C:2]2[C:7]([C:8]3[N:9]=[C:10]4[N:14]([CH:15]=3)[C:13]([CH2:16][N:17]3[CH2:22][CH2:21][O:20][CH2:19][CH2:18]3)=[CH:12][S:11]4)=[CH:6][CH:5]=[CH:4][N:3]=2)=[CH:49][CH:48]=1.